From a dataset of NCI-60 drug combinations with 297,098 pairs across 59 cell lines. Regression. Given two drug SMILES strings and cell line genomic features, predict the synergy score measuring deviation from expected non-interaction effect. Drug 1: CN(C)C1=NC(=NC(=N1)N(C)C)N(C)C. Drug 2: C1=CC(=CC=C1CCCC(=O)O)N(CCCl)CCCl. Cell line: HCT116. Synergy scores: CSS=33.8, Synergy_ZIP=-7.65, Synergy_Bliss=-9.50, Synergy_Loewe=-24.7, Synergy_HSA=-9.36.